Dataset: Peptide-MHC class II binding affinity with 134,281 pairs from IEDB. Task: Regression. Given a peptide amino acid sequence and an MHC pseudo amino acid sequence, predict their binding affinity value. This is MHC class II binding data. The peptide sequence is SHIMSVLDMGQGILH. The MHC is DRB1_0401 with pseudo-sequence DRB1_0401. The binding affinity (normalized) is 0.855.